This data is from Acute oral toxicity (LD50) regression data from Zhu et al.. The task is: Regression/Classification. Given a drug SMILES string, predict its toxicity properties. Task type varies by dataset: regression for continuous values (e.g., LD50, hERG inhibition percentage) or binary classification for toxic/non-toxic outcomes (e.g., AMES mutagenicity, cardiotoxicity, hepatotoxicity). Dataset: ld50_zhu. (1) The compound is CN(C)C(=O)OC1=CC(=O)CC(C)(C)C1. The rat oral LD50 is 3.25, given as -log10 of the dose in mol/kg body weight (higher means more acutely toxic). (2) The molecule is COC1C=COC2(C)Oc3c(C)c(O)c4c(O)c(c(C=NN5CCN(C)CC5)c(O)c4c3C2=O)NC(=O)C(C)=CC=CC(C)C(O)C(C)C(O)C(C)C(OC(C)=O)C1C. The rat oral LD50 is 2.72, given as -log10 of the dose in mol/kg body weight (higher means more acutely toxic). (3) The compound is c1ccc2sc(SN(C3CCCCC3)C3CCCCC3)nc2c1. The rat oral LD50 is 1.73, given as -log10 of the dose in mol/kg body weight (higher means more acutely toxic).